Dataset: Forward reaction prediction with 1.9M reactions from USPTO patents (1976-2016). Task: Predict the product of the given reaction. (1) Given the reactants [Br:1][C:2]1[CH:3]=[C:4]([O:18][CH3:19])[C:5]([NH:8]S(C2C=CC=CC=2)(=O)=O)=[N:6][CH:7]=1.[Cl:20][C:21]1[S:22][C:23]([Cl:30])=[CH:24][C:25]=1[S:26](Cl)(=[O:28])=[O:27].C1(S(Cl)(=O)=O)C=CC=CC=1, predict the reaction product. The product is: [Br:1][C:2]1[CH:3]=[C:4]([O:18][CH3:19])[C:5]([NH:8][S:26]([C:25]2[CH:24]=[C:23]([Cl:30])[S:22][C:21]=2[Cl:20])(=[O:28])=[O:27])=[N:6][CH:7]=1. (2) Given the reactants [C:1]([C:3]1[S:4][C:5]2[C:11]([C:12]#[N:13])=[C:10](/[N:14]=[CH:15]/[N:16](C)C)[CH:9]=[CH:8][C:6]=2[N:7]=1)#[N:2].[CH3:19][N:20]([CH3:28])[C:21]1[CH:26]=[CH:25][C:24](N)=[CH:23][CH:22]=1.[K+].[Br-], predict the reaction product. The product is: [CH3:19][N:20]([CH3:28])[C:21]1[CH:26]=[CH:25][C:24]([NH:13][C:12]2[C:11]3[C:10](=[CH:9][CH:8]=[C:6]4[N:7]=[C:3]([C:1]#[N:2])[S:4][C:5]4=3)[N:14]=[CH:15][N:16]=2)=[CH:23][CH:22]=1. (3) Given the reactants Cl.[Cl:2][C:3]1[CH:8]=[CH:7][CH:6]=[CH:5][C:4]=1[N:9]1[CH:13]=[N:12][N:11]=[C:10]1[C:14]1[S:28][C:17]2[C:18]3[CH:26]=[CH:25][C:24]([NH2:27])=[CH:23][C:19]=3[O:20][CH2:21][CH2:22][C:16]=2[CH:15]=1.[C:29](OC(=O)C)(=[O:31])[CH3:30], predict the reaction product. The product is: [Cl:2][C:3]1[CH:8]=[CH:7][CH:6]=[CH:5][C:4]=1[N:9]1[CH:13]=[N:12][N:11]=[C:10]1[C:14]1[S:28][C:17]2[C:18]3[CH:26]=[CH:25][C:24]([NH:27][C:29](=[O:31])[CH3:30])=[CH:23][C:19]=3[O:20][CH2:21][CH2:22][C:16]=2[CH:15]=1. (4) Given the reactants C([O:8][C:9]1[C:10]([CH:15]2[NH:20][C:19]3[CH:21]=[CH:22][N:23]=[C:24]([C:25]([F:28])([F:27])[F:26])[C:18]=3[C:17](=[O:29])[N:16]2[CH:30]([CH3:40])[CH2:31][C:32]2[CH:37]=[CH:36][C:35]([F:38])=[C:34]([F:39])[CH:33]=2)=[N:11][CH:12]=[CH:13][CH:14]=1)C1C=CC=CC=1, predict the reaction product. The product is: [F:39][C:34]1[CH:33]=[C:32]([CH2:31][CH:30]([N:16]2[C:17](=[O:29])[C:18]3[C:24]([C:25]([F:26])([F:27])[F:28])=[N:23][CH:22]=[CH:21][C:19]=3[NH:20][CH:15]2[C:10]2[C:9]([OH:8])=[CH:14][CH:13]=[CH:12][N:11]=2)[CH3:40])[CH:37]=[CH:36][C:35]=1[F:38].